From a dataset of Experimentally validated miRNA-target interactions with 360,000+ pairs, plus equal number of negative samples. Binary Classification. Given a miRNA mature sequence and a target amino acid sequence, predict their likelihood of interaction. (1) The miRNA is hsa-miR-4769-5p with sequence GGUGGGAUGGAGAGAAGGUAUGAG. The protein sequence of the target gene is MIEKMQGSRMDEQRCSFPPPLKTEEDYIPYPSVHEVLGREGPFPLILLPQFGGYWIEGTNHEISSLPETEPLQSPTTKVKLECNPTARIYRKHFLGKEHFNYYSLDTALGHLVFSLKYDVIGDQEHLRLLLRTKCRTHHDVIPISCLTEFPNVVQMAKLVCEDVNVDRFYPVLYPKASRLIVTFDEHVISNNFKFGVIYQKLGQTSEEELFSTNEESPAFVEFLEFLGQKVKLQDFKGFRGGLDVTHGQTGTESVYCNFRNKEIMFHVSTKLPYTEGDAQQLQRKRHIGNDIVAVVFQDE.... Result: 0 (no interaction). (2) The miRNA is hsa-miR-3196 with sequence CGGGGCGGCAGGGGCCUC. The protein sequence of the target gene is MLPWKKHKFELLAEAPPRQASKPKGYAVSLHYSALSSLARACPEGALSRVGSMFRSKRKKLHITSEDPTYTVLYLGNATTIQARGDGCTDLAVGKIWSKSEAGRQGTKMKLTVSAQGIRMVHAEERALRRPGHLYLLHRVTYCVADARLPKVFAWVYRHELKHKAVMLRCHAVLVSKPEKAQAMALLLYQTSANALAEFKRLKRRDDARHQQQELVGAHTIPLVPLRKLLLHGPCCYKPPVERSRSAPKLGSITEDLLGEQLEQELQEEEEEEQPEGCPEEEENRAAEGDPAEEEAEAQR.... Result: 1 (interaction). (3) The miRNA is hsa-miR-331-3p with sequence GCCCCUGGGCCUAUCCUAGAA. The protein sequence of the target gene is MAPFPEEVDVFTAPHWRMKQLVGLYCDKLSKTNFSNNNDFRALLQSLYATFKEFKMHEQIENEYIIGLLQQRSQTIYNVHSDNKLSEMLSLFEKGLKNVKNEYEQLNYAKQLKERLEAFTRDFLPHMKEEEEVFQPMLMEYFTYEELKDIKKKVIAQHCSQKDTAELLRGLSLWNHAEERQKFFKYSVDEKSDKEAEVSEHSTGITHLPPEVMLSIFSYLNPQELCRCSQVSMKWSQLTKTGSLWKHLYPVHWARGDWYSGPATELDTEPDDEWVKNRKDESRAFHEWDEDADIDESEES.... Result: 1 (interaction). (4) The miRNA is mmu-miR-28b with sequence AGGAGCUCACAAUCUAUUUAG. The protein sequence of the target gene is MASTAVQLLGFLLSFLGMVGTLITTILPHWRRTAHVGTNILTAVSYLKGLWMECVWHSTGIYQCQIYRSLLALPQDLQAARALMVISCLLSGIACACAVIGMKCTRCAKGTPAKTTFAILGGTLFILAGLLCMVAVSWTTNDVVQNFYNPLLPSGMKFEIGQALYLGFISSSLSLIGGTLLCLSCQDEAPYRPYQAPPRATTTTANTAPAYQPPAAYKDNRAPSVTSATHSGYRLNDYV. Result: 0 (no interaction). (5) The miRNA is hsa-miR-6759-5p with sequence UUGUGGGUGGGCAGAAGUCUGU. The protein sequence of the target gene is MMAAEAGSEEGGPVTAGAGGGGAAAGSSAYPAVCRVKIPAALPVAAAPYPGLVETGVAGTLGGGAALGSEFLGAGSVAGALGGAGLTGGGTAAGVAGAAAGVAGAAVAGPSGDMALTKLPTSLLAETLGPGGGFPPLPPPPYLPPLGAGLGTVDEGDSLDGPEYEEEEVAIPLTAPPTNQWYHGKLDRTIAEERLRQAGKSGSYLIRESDRRPGSFVLSFLSQMNVVNHFRIIAMCGDYYIGGRRFSSLSDLIGYYSHVSCLLKGEKLLYPVAPPEPVEDRRRVRAILPYTKVPDTDEIS.... Result: 0 (no interaction). (6) The miRNA is hsa-miR-766-5p with sequence AGGAGGAAUUGGUGCUGGUCUU. Result: 1 (interaction). The protein sequence of the target gene is MAQPVHSLCSAFGLQCCLLFLLASWGAGATTFQEYQKTGELSTSDHIFPLTPGLVYSIPFDHIVLHSGQRPPELPKSTEIHEQKRHCNTTRHSKPTDKPTGNSKTIDHKSSTDNHEAPPTSEENSSNQGKDPMIRNQRSVDPADSTTTHKESAGKKHITPAPKSKINCRKSTTGKSTVTRKSDKTGRPLEKSMSTLDKTSTSSHKTTTSFHNSGNSQTKQKSTSFPEKITAASKTTYKTTGTPEESEKTEDSRTTVASDKLLTKTTKNIQETISANELTQSLAEPTEHGGRTANENNTPS.... (7) The miRNA is hsa-miR-5006-5p with sequence UUGCCAGGGCAGGAGGUGGAA. The protein sequence of the target gene is MLPSLALLLLAAWTVRALEVPTDGNAGLLAEPQIAMFCGKLNMHMNVQNGKWESDPSGTKTCIGTKEGILQYCQEVYPELQITNVVEANQPVTIQNWCKRGRKQCKTHTHIVIPYRCLVGEFVSDALLVPDKCKFLHQERMDVCETHLHWHTVAKETCSEKSTNLHDYGMLLPCGIDKFRGVEFVCCPLAEESDSVDSADAEEDDSDVWWGGADTDYADGGEDKVVEVAEEEEVADVEEEEADDDEDVEDGDEVEEEAEEPYEEATERTTSTATTTTTTTESVEEVVREVCSEQAETGPC.... Result: 0 (no interaction). (8) The miRNA is hsa-miR-4789-3p with sequence CACACAUAGCAGGUGUAUAUA. The protein sequence of the target gene is MATAAAAAAVMAPPGCPGSCPNFAVVCSFLERYGPLLDLPELPFPELERVLQAPPPDVGNGEVPKELVELHLKLMRKIGKSVTADRWEKYLIKICQEFNSTWAWEMEKKGYLEMSVECKLALLKYLCECQFDDNLKFKNIINEEDADTMRLQPIGRDKDGLMYWYQLDQDHNVRMYIEEQDDQDGSSWKCIVRNRNELAETLALLKAQIDPVLLKNSSQQDNSSRESPSLEDEETKKEEETPKQEEQKESEKMKSEEQPMDLENRSTANVLEETTVKKEKEDEKELVKLPVIVKLEKPLP.... Result: 1 (interaction). (9) Result: 0 (no interaction). The miRNA is hsa-miR-4674 with sequence CUGGGCUCGGGACGCGCGGCU. The protein sequence of the target gene is MAEPSSARRPVPLIESELYFLIARYLSAGPCRRAAQVLVQELEQYQLLPKRLDWEGNEHNRSYEELVLSNKHVAPDHLLQICQRIGPMLDKEIPPSISRVTSLLGAGRQSLLRTAKDCRHTVWKGSAFAALHRGRPPEMPVNYGSPPNLVEIHRGKQLTGCSTFSTAFPGTMYQHIKMHRRILGHLSAVYCVAFDRTGHRIFTGSDDCLVKIWSTHNGRLLSTLRGHSAEISDMAVNYENTMIAAGSCDKIIRVWCLRTCAPVAVLQGHTGSITSLQFSPMAKGSQRYMVSTGADGTVCF....